Dataset: Full USPTO retrosynthesis dataset with 1.9M reactions from patents (1976-2016). Task: Predict the reactants needed to synthesize the given product. Given the product [CH2:15]([N:17]([CH2:18][CH3:19])[C:5]1[C:6](=[O:14])[C:7](=[O:13])[C:8]=1[O:9][CH:10]([CH3:11])[CH3:12])[CH3:16], predict the reactants needed to synthesize it. The reactants are: C(O[C:5]1[C:6](=[O:14])[C:7](=[O:13])[C:8]=1[O:9][CH:10]([CH3:12])[CH3:11])(C)C.[CH2:15]([NH:17][CH2:18][CH3:19])[CH3:16].